From a dataset of Peptide-MHC class II binding affinity with 134,281 pairs from IEDB. Regression. Given a peptide amino acid sequence and an MHC pseudo amino acid sequence, predict their binding affinity value. This is MHC class II binding data. (1) The peptide sequence is VHITDDNEEPIA. The MHC is DRB1_0301 with pseudo-sequence DRB1_0301. The binding affinity (normalized) is 0.641. (2) The MHC is HLA-DQA10501-DQB10301 with pseudo-sequence HLA-DQA10501-DQB10301. The binding affinity (normalized) is 0.313. The peptide sequence is DQAMEDIKQMEAESI. (3) The peptide sequence is GDEQKLRSAGELELQFRRVK. The MHC is DRB1_1101 with pseudo-sequence DRB1_1101. The binding affinity (normalized) is 0.223. (4) The peptide sequence is CRKELAAVSVDCSEY. The MHC is HLA-DQA10301-DQB10302 with pseudo-sequence HLA-DQA10301-DQB10302. The binding affinity (normalized) is 0.584. (5) The peptide sequence is PFLVSATAGTTVYGAFDPLL. The MHC is DRB1_0401 with pseudo-sequence DRB1_0401. The binding affinity (normalized) is 0.294. (6) The peptide sequence is KEAISPPDAASAAPL. The MHC is DRB1_0901 with pseudo-sequence DRB1_0901. The binding affinity (normalized) is 0.200. (7) The binding affinity (normalized) is 0.645. The peptide sequence is AFILDGDQLFPKV. The MHC is DRB1_0401 with pseudo-sequence DRB1_0401.